This data is from Reaction yield outcomes from USPTO patents with 853,638 reactions. The task is: Predict the reaction yield, written as a fraction of the theoretical maximum amount of product (1.0 means a 100% yield; for example, 0.34 means a 34% yield). (1) The reactants are [CH2:1]([O:3][C:4]([C:6]1[CH:7]=[N:8][C:9]2[C:14]([C:15]=1Cl)=[CH:13][CH:12]=[CH:11][C:10]=2[O:17][CH3:18])=[O:5])[CH3:2].[CH3:19][C:20]([CH3:24])([CH3:23])[CH2:21][NH2:22]. No catalyst specified. The product is [CH2:1]([O:3][C:4]([C:6]1[CH:7]=[N:8][C:9]2[C:14]([C:15]=1[NH:22][CH2:21][C:20]([CH3:24])([CH3:23])[CH3:19])=[CH:13][CH:12]=[CH:11][C:10]=2[O:17][CH3:18])=[O:5])[CH3:2]. The yield is 1.00. (2) The reactants are [CH3:1][O:2][C:3]1[CH:7]=[C:6]([C:8]([OH:10])=O)[N:5]([CH3:11])[N:4]=1.O1CCCC1.C(Cl)(=O)C(Cl)=O.[NH2:23][C:24]1[CH:25]=[C:26]([CH:43]=[CH:44][C:45]=1[F:46])[O:27][C:28]1[CH:29]=[CH:30][C:31]2[N:32]([CH:34]=[C:35]([NH:37][C:38]([CH:40]3[CH2:42][CH2:41]3)=[O:39])[N:36]=2)[N:33]=1. The catalyst is CN(C)C=O.CN1CCCC1=O. The product is [CH:40]1([C:38]([NH:37][C:35]2[N:36]=[C:31]3[CH:30]=[CH:29][C:28]([O:27][C:26]4[CH:43]=[CH:44][C:45]([F:46])=[C:24]([NH:23][C:8]([C:6]5[N:5]([CH3:11])[N:4]=[C:3]([O:2][CH3:1])[CH:7]=5)=[O:10])[CH:25]=4)=[N:33][N:32]3[CH:34]=2)=[O:39])[CH2:41][CH2:42]1. The yield is 0.360.